Dataset: Reaction yield outcomes from USPTO patents with 853,638 reactions. Task: Predict the reaction yield, written as a fraction of the theoretical maximum amount of product (1.0 means a 100% yield; for example, 0.34 means a 34% yield). (1) The yield is 0.522. No catalyst specified. The reactants are [CH3:1][O:2][C:3]1[N:8]=[CH:7][C:6]([CH2:9][C:10]#[N:11])=[CH:5][CH:4]=1.C(=O)(O)[O-:13].[Na+]. The product is [CH3:1][O:2][C:3]1[N:8]=[CH:7][C:6]([CH2:9][C:10]([NH2:11])=[O:13])=[CH:5][CH:4]=1. (2) The reactants are Br[C:2]1[CH:3]=[C:4]([NH:10][S:11]([CH3:14])(=[O:13])=[O:12])[C:5]([O:8][CH3:9])=[N:6][CH:7]=1.[CH3:15][C:16]1([CH3:32])[C:20]([CH3:22])([CH3:21])[O:19][B:18]([B:18]2[O:19][C:20]([CH3:22])([CH3:21])[C:16]([CH3:32])([CH3:15])[O:17]2)[O:17]1.C1C=CC(P(C2C=CC=CC=2)C2C=CC=CC=2)=CC=1.CC([O-])=O.[K+]. The catalyst is C1(C)C=CC=CC=1.CCOC(C)=O. The product is [CH3:9][O:8][C:5]1[C:4]([NH:10][S:11]([CH3:14])(=[O:13])=[O:12])=[CH:3][C:2]([B:18]2[O:19][C:20]([CH3:22])([CH3:21])[C:16]([CH3:32])([CH3:15])[O:17]2)=[CH:7][N:6]=1. The yield is 0.740.